This data is from Full USPTO retrosynthesis dataset with 1.9M reactions from patents (1976-2016). The task is: Predict the reactants needed to synthesize the given product. (1) The reactants are: [N:1]1([C:8]2[NH:12][C:11]3[CH:13]=[CH:14][CH:15]=[CH:16][C:10]=3[N:9]=2)[CH2:7][CH2:6][CH2:5][NH:4][CH2:3][CH2:2]1.C(N(CC)C(C)C)(C)C.[O:26]=[S:27]1(=[O:36])[CH2:32][CH2:31][N:30]([C:33](Cl)=[O:34])[CH2:29][CH2:28]1. Given the product [NH:12]1[C:11]2[CH:13]=[CH:14][CH:15]=[CH:16][C:10]=2[N:9]=[C:8]1[N:1]1[CH2:7][CH2:6][CH2:5][N:4]([C:33]([N:30]2[CH2:31][CH2:32][S:27](=[O:36])(=[O:26])[CH2:28][CH2:29]2)=[O:34])[CH2:3][CH2:2]1, predict the reactants needed to synthesize it. (2) Given the product [OH:4][CH:1]1[O:5][CH2:14][CH2:13][N:12]([CH2:11][C:10]2[CH:16]=[CH:17][CH:18]=[C:8]([C:6]#[N:7])[CH:9]=2)[C:2]1=[O:3], predict the reactants needed to synthesize it. The reactants are: [C:1]([OH:5])(=[O:4])[CH:2]=[O:3].[C:6]([C:8]1[CH:9]=[C:10]([CH:16]=[CH:17][CH:18]=1)[CH2:11][NH:12][CH2:13][CH2:14]O)#[N:7].O. (3) Given the product [C:17]([O:16][C:14]([N:11]1[CH2:12][CH2:13][N:8]([C:4]2[CH:3]=[C:2]([B:30]([OH:31])[OH:29])[CH:7]=[CH:6][CH:5]=2)[CH2:9][CH2:10]1)=[O:15])([CH3:20])([CH3:19])[CH3:18], predict the reactants needed to synthesize it. The reactants are: Br[C:2]1[CH:3]=[C:4]([N:8]2[CH2:13][CH2:12][N:11]([C:14]([O:16][C:17]([CH3:20])([CH3:19])[CH3:18])=[O:15])[CH2:10][CH2:9]2)[CH:5]=[CH:6][CH:7]=1.[Li]CCCC.C([O:29][B:30](OC(C)C)[O:31]C(C)C)(C)C.